From a dataset of Forward reaction prediction with 1.9M reactions from USPTO patents (1976-2016). Predict the product of the given reaction. (1) The product is: [NH2:11][C:5]1[C:6]2[N:7]([N:8]=[N:9][N:10]=2)[C:2]([CH3:1])=[C:3]([CH3:23])[C:4]=1[NH:14][CH2:15][C:16]([NH:19][C:20](=[O:22])[CH3:21])([CH3:18])[CH3:17]. Given the reactants [CH3:1][C:2]1[N:7]2[N:8]=[N:9][N:10]=[C:6]2[C:5]([N+:11]([O-])=O)=[C:4]([NH:14][CH2:15][C:16]([NH:19][C:20](=[O:22])[CH3:21])([CH3:18])[CH3:17])[C:3]=1[CH3:23], predict the reaction product. (2) The product is: [CH2:36]([O:40][C:5]1[N:10]=[C:9]([C:11]2[CH:16]=[CH:15][C:14]([S:17]([CH3:20])(=[O:19])=[O:18])=[CH:13][CH:12]=2)[CH:8]=[C:7]([C:21]([F:24])([F:23])[F:22])[N:6]=1)[CH2:37][CH2:38][CH3:39]. Given the reactants CS([C:5]1[N:10]=[C:9]([C:11]2[CH:16]=[CH:15][C:14]([S:17]([CH3:20])(=[O:19])=[O:18])=[CH:13][CH:12]=2)[CH:8]=[C:7]([C:21]([F:24])([F:23])[F:22])[N:6]=1)(=O)=O.C(=O)([O-])[O-].[K+].[K+].C(O)(=O)C.O.[CH2:36]([OH:40])[CH2:37][CH2:38][CH3:39], predict the reaction product. (3) Given the reactants [I:1]N1C(=O)CCC1=O.[NH:9]1[CH:13]=[C:12]([C:14]2[CH:15]=[C:16]([C:26]([F:29])([F:28])[F:27])[C:17]3[N:18]([CH:20]=[C:21]([C:23]([OH:25])=[O:24])[N:22]=3)[CH:19]=2)[CH:11]=[N:10]1, predict the reaction product. The product is: [I:1][C:20]1[N:18]2[CH:19]=[C:14]([C:12]3[CH:13]=[N:9][NH:10][CH:11]=3)[CH:15]=[C:16]([C:26]([F:28])([F:29])[F:27])[C:17]2=[N:22][C:21]=1[C:23]([OH:25])=[O:24].